This data is from Reaction yield outcomes from USPTO patents with 853,638 reactions. The task is: Predict the reaction yield, written as a fraction of the theoretical maximum amount of product (1.0 means a 100% yield; for example, 0.34 means a 34% yield). (1) The reactants are CC1C=C(N2CCN(CC3C=CC(C(F)(F)F)=CC=3)C2=O)SC=1C(OCC)=O.[F:29][C:30]1[CH:53]=[CH:52][C:33]([CH2:34][N:35]2[CH2:39][CH2:38][N:37]([C:40]3[S:44][C:43]([C:45]([O:47]CC)=[O:46])=[C:42]([CH3:50])[CH:41]=3)[C:36]2=[O:51])=[CH:32][CH:31]=1. No catalyst specified. The product is [F:29][C:30]1[CH:31]=[CH:32][C:33]([CH2:34][N:35]2[CH2:39][CH2:38][N:37]([C:40]3[S:44][C:43]([C:45]([OH:47])=[O:46])=[C:42]([CH3:50])[CH:41]=3)[C:36]2=[O:51])=[CH:52][CH:53]=1. The yield is 0.900. (2) The reactants are [CH:1]1([N:4]2[CH2:9][CH2:8][CH:7]([C:10]3[CH:19]=[CH:18][C:13]([C:14]([O:16]C)=O)=[CH:12][CH:11]=3)[CH2:6][CH2:5]2)[CH2:3][CH2:2]1.[CH3:20][O:21][C:22]1[CH:23]=[C:24]([CH2:30][CH2:31][C:32]2[CH:33]=[C:34]([NH2:37])[NH:35][N:36]=2)[CH:25]=[C:26]([O:28][CH3:29])[CH:27]=1.C[Al](C)C. The catalyst is C1(C)C=CC=CC=1. The product is [CH:1]1([N:4]2[CH2:5][CH2:6][CH:7]([C:10]3[CH:11]=[CH:12][C:13]([C:14]([NH:37][C:34]4[NH:35][N:36]=[C:32]([CH2:31][CH2:30][C:24]5[CH:25]=[C:26]([O:28][CH3:29])[CH:27]=[C:22]([O:21][CH3:20])[CH:23]=5)[CH:33]=4)=[O:16])=[CH:18][CH:19]=3)[CH2:8][CH2:9]2)[CH2:2][CH2:3]1. The yield is 0.358. (3) The reactants are [F:1][C:2]([F:16])([F:15])[C:3]1[CH:4]=[C:5]([CH2:13][OH:14])[CH:6]=[C:7]([C:9]([F:12])([F:11])[F:10])[CH:8]=1.Cl[CH2:18][C:19]1[CH:24]=[CH:23][CH:22]=[CH:21][C:20]=1[C:25]1[CH:30]=[CH:29][CH:28]=[CH:27][CH:26]=1.O.C(Cl)Cl. The catalyst is CN(C)C=O.[Cl-].[Na+].O. The product is [F:1][C:2]([F:15])([F:16])[C:3]1[CH:4]=[C:5]([CH:6]=[C:7]([C:9]([F:10])([F:11])[F:12])[CH:8]=1)[CH2:13][O:14][CH2:18][C:19]1[CH:24]=[CH:23][CH:22]=[CH:21][C:20]=1[C:25]1[CH:30]=[CH:29][CH:28]=[CH:27][CH:26]=1. The yield is 0.470. (4) The reactants are [OH:1][C:2]1[CH:7]=[CH:6][CH:5]=[CH:4][C:3]=1[NH:8][C:9](=[O:20])[C:10]1[CH:15]=[CH:14][C:13]([C:16]([CH3:19])([CH3:18])[CH3:17])=[CH:12][CH:11]=1.[C:21](Cl)(=[O:30])[C:22]1[CH:27]=[CH:26][C:25]([O:28][CH3:29])=[CH:24][CH:23]=1. No catalyst specified. The product is [CH3:29][O:28][C:25]1[CH:26]=[CH:27][C:22]([C:21]([O:1][C:2]2[CH:7]=[CH:6][CH:5]=[CH:4][C:3]=2[NH:8][C:9](=[O:20])[C:10]2[CH:15]=[CH:14][C:13]([C:16]([CH3:17])([CH3:19])[CH3:18])=[CH:12][CH:11]=2)=[O:30])=[CH:23][CH:24]=1. The yield is 0.610. (5) The catalyst is O. The product is [N:25]1([C:20]2[CH:19]=[CH:18][C:17]([CH2:16][C:10]3[C:9]([F:24])=[C:8]([C:4]4[CH:5]=[CH:6][CH:7]=[C:2]([Cl:1])[CH:3]=4)[C:13]([O:14][CH3:15])=[CH:12][CH:11]=3)=[CH:22][N:21]=2)[CH2:28][CH2:27][CH2:26]1. The yield is 0.940. The reactants are [Cl:1][C:2]1[CH:3]=[C:4]([C:8]2[C:13]([O:14][CH3:15])=[CH:12][CH:11]=[C:10]([CH2:16][C:17]3[CH:18]=[CH:19][C:20](F)=[N:21][CH:22]=3)[C:9]=2[F:24])[CH:5]=[CH:6][CH:7]=1.[NH:25]1[CH2:28][CH2:27][CH2:26]1.N12CCCN=C1CCCCC2.Cl. (6) The reactants are [CH3:1][C:2]1[O:6][N:5]=[C:4]([C:7]2[CH:12]=[CH:11][CH:10]=[CH:9][C:8]=2[C:13]([F:16])([F:15])[F:14])[C:3]=1[C:17]([OH:19])=O.Cl.C(N=C=NCCCN(C)C)C.[F:32][C:33]([F:47])([F:46])[C:34]1[CH:35]=[C:36]([N:40]2[CH2:45][CH2:44][NH:43][CH2:42][CH2:41]2)[CH:37]=[CH:38][CH:39]=1. The catalyst is ClCCl. The product is [CH3:1][C:2]1[O:6][N:5]=[C:4]([C:7]2[CH:12]=[CH:11][CH:10]=[CH:9][C:8]=2[C:13]([F:14])([F:15])[F:16])[C:3]=1[C:17]([N:43]1[CH2:42][CH2:41][N:40]([C:36]2[CH:37]=[CH:38][CH:39]=[C:34]([C:33]([F:46])([F:47])[F:32])[CH:35]=2)[CH2:45][CH2:44]1)=[O:19]. The yield is 0.670. (7) The reactants are Br[C:2]1[CH:3]=[C:4]([N+:21]([O-:23])=[O:22])[C:5]2[N:9]=[C:8]([CH3:10])[N:7]([CH2:11][C:12]3[CH:17]=[CH:16][CH:15]=[C:14]([Cl:18])[C:13]=3[Cl:19])[C:6]=2[CH:20]=1.[NH:24]1[CH2:29][CH2:28][O:27][CH2:26][CH2:25]1.C([O-])([O-])=O.[Cs+].[Cs+].CC(C1C=C(C(C)C)C(C2C=CC=CC=2P(C2CCCCC2)C2CCCCC2)=C(C(C)C)C=1)C. The catalyst is O1CCOCC1.C1C=CC(/C=C/C(/C=C/C2C=CC=CC=2)=O)=CC=1.C1C=CC(/C=C/C(/C=C/C2C=CC=CC=2)=O)=CC=1.C1C=CC(/C=C/C(/C=C/C2C=CC=CC=2)=O)=CC=1.[Pd].[Pd]. The product is [Cl:19][C:13]1[C:14]([Cl:18])=[CH:15][CH:16]=[CH:17][C:12]=1[CH2:11][N:7]1[C:6]2[CH:20]=[C:2]([N:24]3[CH2:29][CH2:28][O:27][CH2:26][CH2:25]3)[CH:3]=[C:4]([N+:21]([O-:23])=[O:22])[C:5]=2[N:9]=[C:8]1[CH3:10]. The yield is 0.480.